This data is from Forward reaction prediction with 1.9M reactions from USPTO patents (1976-2016). The task is: Predict the product of the given reaction. (1) Given the reactants [OH:1][C:2]1[CH:7]=[CH:6][C:5]([C:8]2[C:16]3[O:15][CH:14]=[CH:13][C:12]=3[CH:11]=[C:10]([CH:17]=O)[CH:9]=2)=[CH:4][CH:3]=1.[NH2:19][OH:20].CO.N1C=CC=CC=1, predict the reaction product. The product is: [OH:1][C:2]1[CH:7]=[CH:6][C:5]([C:8]2[C:16]3[O:15][CH:14]=[CH:13][C:12]=3[CH:11]=[C:10]([CH:17]=[N:19][OH:20])[CH:9]=2)=[CH:4][CH:3]=1. (2) Given the reactants [C:1]([C:3]1[CH:8]=[CH:7][C:6]([C:9]2[CH:10]=[N:11][N:12]([C:15]3[CH:23]=[CH:22][C:18]([C:19](O)=[O:20])=[CH:17][N:16]=3)[C:13]=2[OH:14])=[C:5]([CH3:24])[C:4]=1[F:25])#[N:2].[CH2:26]([N:28]1[CH2:33][CH2:32][NH:31][CH2:30][C@@H:29]1[CH3:34])[CH3:27], predict the reaction product. The product is: [CH2:26]([N:28]1[CH2:33][CH2:32][N:31]([C:19]([C:18]2[CH:22]=[CH:23][C:15]([N:12]3[C:13]([OH:14])=[C:9]([C:6]4[CH:7]=[CH:8][C:3]([C:1]#[N:2])=[C:4]([F:25])[C:5]=4[CH3:24])[CH:10]=[N:11]3)=[N:16][CH:17]=2)=[O:20])[CH2:30][C@@H:29]1[CH3:34])[CH3:27]. (3) Given the reactants C(N1C=C(C(=O)C=C(O)C(OC)=O)C(=O)N(CC2C=CC=CC=2)C1=O)C1C=CC=CC=1.[F:32][C:33]1[CH:64]=[CH:63][CH:62]=[CH:61][C:34]=1[CH2:35][N:36]1[CH:41]=[C:40]([C:42](=[O:50])[CH:43]=[C:44]([OH:49])[C:45]([O:47]C)=[O:46])[C:39](=[O:51])[N:38]([CH2:52][C:53]2[CH:58]=[CH:57][CH:56]=[CH:55][C:54]=2[F:59])[C:37]1=[O:60], predict the reaction product. The product is: [F:32][C:33]1[CH:64]=[CH:63][CH:62]=[CH:61][C:34]=1[CH2:35][N:36]1[CH:41]=[C:40]([C:42](=[O:50])[CH:43]=[C:44]([OH:49])[C:45]([OH:47])=[O:46])[C:39](=[O:51])[N:38]([CH2:52][C:53]2[CH:58]=[CH:57][CH:56]=[CH:55][C:54]=2[F:59])[C:37]1=[O:60]. (4) Given the reactants [NH2:1][CH2:2][CH2:3][CH2:4][CH2:5][N:6]1[C:18]2[C:17]3[CH:16]=[CH:15][CH:14]=[CH:13][C:12]=3[N:11]=[C:10]([NH2:19])[C:9]=2[N:8]=[CH:7]1.[N:20]1[C:29]2[C:24](=[CH:25][CH:26]=[CH:27][C:28]=2[C:30](Cl)=[O:31])[CH:23]=[CH:22][CH:21]=1, predict the reaction product. The product is: [NH2:19][C:10]1[C:9]2[N:8]=[CH:7][N:6]([CH2:5][CH2:4][CH2:3][CH2:2][NH:1][C:30]([C:28]3[CH:27]=[CH:26][CH:25]=[C:24]4[C:29]=3[N:20]=[CH:21][CH:22]=[CH:23]4)=[O:31])[C:18]=2[C:17]2[CH:16]=[CH:15][CH:14]=[CH:13][C:12]=2[N:11]=1.